From a dataset of Forward reaction prediction with 1.9M reactions from USPTO patents (1976-2016). Predict the product of the given reaction. (1) The product is: [OH:38][CH2:37][C:36]1[C:35]([CH3:44])=[CH:34][C:33]([NH:32][C:30]([CH2:29][CH2:28][N:25]2[CH2:24][CH2:23][CH:22]([O:21][C:19](=[O:20])[NH:18][C:13]3[CH:14]=[CH:15][CH:16]=[CH:17][C:12]=3[C:45]3[CH:46]=[CH:47][CH:48]=[CH:49][CH:50]=3)[CH2:27][CH2:26]2)=[O:31])=[C:42]([CH3:43])[CH:41]=1. Given the reactants [H-].[Al+3].[Li+].[H-].[H-].[H-].C1COCC1.[C:12]1([C:45]2[CH:50]=[CH:49][CH:48]=[CH:47][CH:46]=2)[CH:17]=[CH:16][CH:15]=[CH:14][C:13]=1[NH:18][C:19]([O:21][CH:22]1[CH2:27][CH2:26][N:25]([CH2:28][CH2:29][C:30]([NH:32][C:33]2[C:42]([CH3:43])=[CH:41][C:36]([C:37](OC)=[O:38])=[C:35]([CH3:44])[CH:34]=2)=[O:31])[CH2:24][CH2:23]1)=[O:20].[OH-].[Na+], predict the reaction product. (2) Given the reactants Br[C:2]1[C:11]2[C:6](=[CH:7][CH:8]=[CH:9][CH:10]=2)[C:5]([C:12]2NC([C@@H]3CCCN3C(OC(C)(C)C)=O)=N[CH:13]=2)=[CH:4][CH:3]=1.[CH3:29][C:30]1(C)[C:34](C)([CH3:35])OB(C2C=CC(C3N[C:29]([C@@H:30]4[CH2:34][CH2:35]CN4C(OC(C)(C)C)=O)=NC=3)=CC=2)O1.O.C([O-])([O-])=O.[K+].[K+], predict the reaction product. The product is: [C:12]1([C:5]2[C:6]3[C:11](=[CH:10][CH:9]=[CH:8][CH:7]=3)[CH:2]=[CH:3][CH:4]=2)[CH:13]=[CH:35][CH:34]=[CH:30][CH:29]=1. (3) The product is: [CH3:22][O:21][CH2:20][O:19][C:14]1[CH:13]=[C:12]([O:11][S:8]([C:5]2[CH:6]=[CH:7][C:2]([CH3:1])=[CH:3][CH:4]=2)(=[O:10])=[O:9])[CH:17]=[CH:16][C:15]=1[B:35]([OH:40])[OH:36]. Given the reactants [CH3:1][C:2]1[CH:7]=[CH:6][C:5]([S:8]([O:11][C:12]2[CH:17]=[CH:16][C:15](Br)=[C:14]([O:19][CH2:20][O:21][CH3:22])[CH:13]=2)(=[O:10])=[O:9])=[CH:4][CH:3]=1.C1COCC1.C1(C)C=CC=CC=1.[B:35](OC(C)C)([O:40]C(C)C)[O:36]C(C)C.[Li]CCCC, predict the reaction product. (4) Given the reactants [H-].[Na+].[CH:3]([O:5][CH2:6][CH3:7])=[O:4].C([O:10][CH:11](OCC)[CH2:12][C:13](OCC)=[O:14])C, predict the reaction product. The product is: [CH:11]([CH:12]([CH:13]=[O:14])[C:3]([O:5][CH2:6][CH3:7])=[O:4])=[O:10]. (5) Given the reactants [CH:1]1[C:11]2[CH2:10][CH2:9][C:8]3[CH:12]=[CH:13][CH:14]=[CH:15][C:7]=3[C:6](=[CH:16][C:17]3[CH:18]=[C:19]([NH2:23])[CH:20]=[CH:21][CH:22]=3)[C:5]=2[CH:4]=[CH:3][CH:2]=1.[CH:24]([S:27](Cl)(=[O:29])=[O:28])([CH3:26])[CH3:25], predict the reaction product. The product is: [CH:1]1[C:11]2[CH2:10][CH2:9][C:8]3[CH:12]=[CH:13][CH:14]=[CH:15][C:7]=3[C:6](=[CH:16][C:17]3[CH:18]=[C:19]([NH:23][S:27]([CH:24]([CH3:26])[CH3:25])(=[O:29])=[O:28])[CH:20]=[CH:21][CH:22]=3)[C:5]=2[CH:4]=[CH:3][CH:2]=1.